The task is: Predict the product of the given reaction.. This data is from Forward reaction prediction with 1.9M reactions from USPTO patents (1976-2016). Given the reactants [NH:1]1[CH2:6][CH2:5][CH:4]([CH2:7][OH:8])[CH2:3][CH2:2]1.Cl[C:10]1[N:15]=[CH:14][CH:13]=[CH:12][N:11]=1.C(=O)([O-])[O-].[K+].[K+].O, predict the reaction product. The product is: [N:11]1[CH:12]=[CH:13][CH:14]=[N:15][C:10]=1[N:1]1[CH2:6][CH2:5][CH:4]([CH2:7][OH:8])[CH2:3][CH2:2]1.